Dataset: Forward reaction prediction with 1.9M reactions from USPTO patents (1976-2016). Task: Predict the product of the given reaction. (1) The product is: [NH2:1][C:2]1[C:11]([F:12])=[CH:10][C:5]2[N:6]=[C:7]([CH3:9])[O:8][C:4]=2[C:3]=1[Cl:16]. Given the reactants [NH2:1][C:2]1[C:11]([F:12])=[CH:10][C:5]2[N:6]=[C:7]([CH3:9])[O:8][C:4]=2[CH:3]=1.S(Cl)([Cl:16])(=O)=O, predict the reaction product. (2) Given the reactants [CH:1]1([CH2:4][O:5][C:6]2[CH:7]=[C:8]([CH:11]=[CH:12][C:13]=2[O:14][CH:15]([F:17])[F:16])[CH:9]=[O:10])[CH2:3][CH2:2]1.OOS([O-])=O.[K+].[CH3:24][OH:25], predict the reaction product. The product is: [CH3:24][O:25][C:9](=[O:10])[C:8]1[CH:11]=[CH:12][C:13]([O:14][CH:15]([F:17])[F:16])=[C:6]([O:5][CH2:4][CH:1]2[CH2:2][CH2:3]2)[CH:7]=1. (3) Given the reactants Cl[C:2]1[N:7]=[CH:6][N:5]=[C:4]([NH:8][C:9]2[CH:14]=[CH:13][C:12]([P:15]([CH3:18])([CH3:17])=[O:16])=[CH:11][CH:10]=2)[N:3]=1.C([N:21](CC)CC)C.NC[CH2:28][N:29]1[CH2:34][CH2:33][O:32][CH2:31][CH2:30]1, predict the reaction product. The product is: [CH3:17][P:15]([C:12]1[CH:13]=[CH:14][C:9]([NH:8][C:4]2[N:3]=[C:2]([NH:21][CH2:28][N:29]3[CH2:34][CH2:33][O:32][CH2:31][CH2:30]3)[N:7]=[CH:6][N:5]=2)=[CH:10][CH:11]=1)([CH3:18])=[O:16]. (4) Given the reactants C1(S([N:10]2[C:14]3=[N:15][CH:16]=[CH:17][CH:18]=[C:13]3[CH:12]=[C:11]2[CH:19]=[O:20])(=O)=O)C=CC=CC=1.[OH-].[K+], predict the reaction product. The product is: [NH:10]1[C:14]2=[N:15][CH:16]=[CH:17][CH:18]=[C:13]2[CH:12]=[C:11]1[CH:19]=[O:20].